From a dataset of Catalyst prediction with 721,799 reactions and 888 catalyst types from USPTO. Predict which catalyst facilitates the given reaction. (1) Reactant: [CH2:1]([C:3]1[CH:11]=[C:6]2[CH:7]=[CH:8][CH:9]=[CH:10][N:5]2[N:4]=1)[CH3:2].C([Li])CCC.CCCCCC.[Br:23]C1C(F)=C(F)C(F)=C(F)C=1F. Product: [Br:23][C:10]1[N:5]2[N:4]=[C:3]([CH2:1][CH3:2])[CH:11]=[C:6]2[CH:7]=[CH:8][CH:9]=1. The catalyst class is: 253. (2) The catalyst class is: 3. Product: [I:13][C:14]1[CH:21]=[CH:20][C:17]([CH2:18][NH:1][C:2]2[C:7]([N+:8]([O-:10])=[O:9])=[CH:6][CH:5]=[CH:4][N:3]=2)=[CH:16][CH:15]=1. Reactant: [NH2:1][C:2]1[C:7]([N+:8]([O-:10])=[O:9])=[CH:6][CH:5]=[CH:4][N:3]=1.[H-].[Na+].[I:13][C:14]1[CH:21]=[CH:20][C:17]([CH2:18]Br)=[CH:16][CH:15]=1. (3) Reactant: [Cl:1][C:2]1[C:3](F)=[N:4][CH:5]=[C:6]([O:8][CH2:9][CH2:10][CH:11]2[O:15][CH2:14][CH2:13][O:12]2)[CH:7]=1.CC(C)([O-])C.[K+].[CH3:23][N:24]1[CH:28]=[CH:27][C:26]([NH:29][C:30]2[C:39]3[C:34](=[CH:35][CH:36]=[C:37]([OH:40])[CH:38]=3)[N:33]=[CH:32][N:31]=2)=[N:25]1.[Cl-].[NH4+]. Product: [Cl:1][C:2]1[C:3]([O:40][C:37]2[CH:38]=[C:39]3[C:34](=[CH:35][CH:36]=2)[N:33]=[CH:32][N:31]=[C:30]3[NH:29][C:26]2[CH:27]=[CH:28][N:24]([CH3:23])[N:25]=2)=[N:4][CH:5]=[C:6]([O:8][CH2:9][CH2:10][CH:11]2[O:15][CH2:14][CH2:13][O:12]2)[CH:7]=1. The catalyst class is: 80. (4) Reactant: N12CCCN=C1CCCCC2.Cl.[NH2:13][CH2:14][C:15]1[CH:23]=[CH:22][CH:21]=[C:20]2[C:16]=1[C:17](=[O:33])[N:18]([CH:25]1[CH2:30][CH2:29][C:28](=[O:31])[NH:27][C:26]1=[O:32])[C:19]2=[O:24].[C:34](Cl)(=[O:38])[CH2:35][CH2:36][CH3:37]. Product: [O:32]=[C:26]1[CH:25]([N:18]2[C:17](=[O:33])[C:16]3[C:20](=[CH:21][CH:22]=[CH:23][C:15]=3[CH2:14][NH:13][C:34](=[O:38])[CH2:35][CH2:36][CH3:37])[C:19]2=[O:24])[CH2:30][CH2:29][C:28](=[O:31])[NH:27]1. The catalyst class is: 23.